From a dataset of Reaction yield outcomes from USPTO patents with 853,638 reactions. Predict the reaction yield, written as a fraction of the theoretical maximum amount of product (1.0 means a 100% yield; for example, 0.34 means a 34% yield). (1) The reactants are N1C=CC=CC=1.[C:7]1([CH3:17])[CH:12]=[CH:11][C:10]([S:13](Cl)(=[O:15])=[O:14])=[CH:9][CH:8]=1.[CH3:18][C:19]1[CH:23]([CH3:24])[CH:22]=[C:21]([CH3:25])[C:20]=1[C:26]1[CH:31]=[CH:30][CH:29]=[CH:28][C:27]=1[NH2:32].Cl. No catalyst specified. The product is [CH3:18][C:19]1[CH:23]([CH3:24])[CH:22]=[C:21]([CH3:25])[C:20]=1[C:26]1[CH:31]=[CH:30][CH:29]=[CH:28][C:27]=1[NH:32][S:13]([C:10]1[CH:11]=[CH:12][C:7]([CH3:17])=[CH:8][CH:9]=1)(=[O:15])=[O:14]. The yield is 0.640. (2) The reactants are Br[C:2]1[CH:3]=[C:4]2[C:8](=[CH:9][CH:10]=1)[CH2:7][CH2:6][CH2:5]2.[B:11]1([B:11]2[O:15][C:14]([CH3:17])([CH3:16])[C:13]([CH3:19])([CH3:18])[O:12]2)[O:15][C:14]([CH3:17])([CH3:16])[C:13]([CH3:19])([CH3:18])[O:12]1.C([O-])(=O)C.[K+]. The yield is 0.830. The product is [CH2:7]1[C:8]2[C:4](=[CH:3][C:2]([B:11]3[O:15][C:14]([CH3:17])([CH3:16])[C:13]([CH3:19])([CH3:18])[O:12]3)=[CH:10][CH:9]=2)[CH2:5][CH2:6]1. The catalyst is CN(C)C=O.Cl[Pd](Cl)([P](C1C=CC=CC=1)(C1C=CC=CC=1)C1C=CC=CC=1)[P](C1C=CC=CC=1)(C1C=CC=CC=1)C1C=CC=CC=1.